Dataset: Peptide-MHC class II binding affinity with 134,281 pairs from IEDB. Task: Regression. Given a peptide amino acid sequence and an MHC pseudo amino acid sequence, predict their binding affinity value. This is MHC class II binding data. (1) The peptide sequence is LFFNHHKVMLLGHDD. The MHC is DRB1_1501 with pseudo-sequence DRB1_1501. The binding affinity (normalized) is 0.459. (2) The peptide sequence is TRSAYERMCNILKGK. The MHC is DRB1_0405 with pseudo-sequence DRB1_0405. The binding affinity (normalized) is 0.274. (3) The peptide sequence is GIVVAWKVRLLPVPP. The MHC is HLA-DPA10201-DPB11401 with pseudo-sequence HLA-DPA10201-DPB11401. The binding affinity (normalized) is 0.184.